From a dataset of Full USPTO retrosynthesis dataset with 1.9M reactions from patents (1976-2016). Predict the reactants needed to synthesize the given product. (1) Given the product [Br:31][C:13]1[CH:12]=[C:11]2[C:16]([N:17]=[CH:18][C:9]([C:4]3[CH:5]=[CH:6][C:7]([F:8])=[C:2]([F:1])[CH:3]=3)=[N:10]2)=[C:15]([C:19]([NH:57][CH2:58][C:59]([O:61][CH2:67][CH3:68])=[O:60])=[O:20])[C:14]=1[OH:22], predict the reactants needed to synthesize it. The reactants are: [F:1][C:2]1[CH:3]=[C:4]([C:9]2[CH:18]=[N:17][C:16]3[C:15]([C:19](O)=[O:20])=[C:14]([OH:22])[C:13](C4C=CC(F)=C(F)C=4)=[CH:12][C:11]=3[N:10]=2)[CH:5]=[CH:6][C:7]=1[F:8].[Br:31]C1C(O)=C(C(O)=O)C2N=CC(C3C=CC(F)=C(F)C=3)=NC=2C=1.Cl.C([NH:57][CH2:58][C:59]([OH:61])=[O:60])C.C(N([CH2:67][CH3:68])CC)C.C1CN([P+](ON2N=NC3C=CC=CC2=3)(N2CCCC2)N2CCCC2)CC1.F[P-](F)(F)(F)(F)F. (2) Given the product [NH2:16][C:2]1[C:10]([N+:11]([O-:13])=[O:12])=[CH:9][CH:8]=[CH:7][C:3]=1[C:4]([OH:6])=[O:5], predict the reactants needed to synthesize it. The reactants are: Cl[C:2]1[C:10]([N+:11]([O-:13])=[O:12])=[CH:9][CH:8]=[CH:7][C:3]=1[C:4]([OH:6])=[O:5].Cl.[OH-].[NH4+:16]. (3) Given the product [CH3:29][N:28]([C:11]1[CH:12]=[CH:13][C:14]([NH:17][C:18]([NH:20][C:21]2[CH:22]=[CH:23][CH:24]=[CH:25][CH:26]=2)=[O:19])=[CH:15][CH:16]=1)[S:6]([C:4]1[N:3]=[CH:2][NH:1][CH:5]=1)(=[O:8])=[O:7], predict the reactants needed to synthesize it. The reactants are: [NH:1]1[CH:5]=[C:4]([S:6](Cl)(=[O:8])=[O:7])[N:3]=[CH:2]1.C[C:11]1[CH:16]=[CH:15][C:14]([NH:17][C:18]([NH:20][C:21]2[CH:26]=[CH:25][CH:24]=[CH:23][CH:22]=2)=[O:19])=[C:13](N)[CH:12]=1.[N:28]1C=CC=C[CH:29]=1. (4) Given the product [OH:36][C@H:35]1[CH2:37][O:38][CH2:39][C@H:34]1[O:33][C@H:32]1[CH2:31][CH2:30][C@H:29]([N:3]2[C:2](=[O:1])[C:7]([CH2:8][C:9]3[CH:14]=[CH:13][C:12]([C:15]4[C:16]([C:21]#[N:22])=[CH:17][CH:18]=[CH:19][CH:20]=4)=[CH:11][CH:10]=3)=[C:6]([CH2:23][CH2:24][CH3:25])[N:5]3[N:26]=[CH:27][N:28]=[C:4]23)[CH2:41][CH2:40]1, predict the reactants needed to synthesize it. The reactants are: [O:1]=[C:2]1[C:7]([CH2:8][C:9]2[CH:14]=[CH:13][C:12]([C:15]3[C:16]([C:21]#[N:22])=[CH:17][CH:18]=[CH:19][CH:20]=3)=[CH:11][CH:10]=2)=[C:6]([CH2:23][CH2:24][CH3:25])[N:5]2[N:26]=[CH:27][N:28]=[C:4]2[N:3]1[CH:29]1[CH2:41][CH2:40][C:32]2([O:36][C@H:35]3[CH2:37][O:38][CH2:39][C@H:34]3[O:33]2)[CH2:31][CH2:30]1.C([BH3-])#N.[Na+].O1CCCC1. (5) Given the product [NH2:30][C:25]1[CH:24]=[C:23]([F:22])[CH:28]=[CH:27][C:26]=1[NH:29][C:17](=[O:19])[C:16]1[CH:15]=[CH:14][C:13]([CH2:12][NH:11][C:1](=[O:10])[CH:2]=[CH:3][C:4]2[CH:5]=[CH:6][CH:7]=[CH:8][CH:9]=2)=[CH:21][CH:20]=1, predict the reactants needed to synthesize it. The reactants are: [C:1]([NH:11][CH2:12][C:13]1[CH:21]=[CH:20][C:16]([C:17]([OH:19])=O)=[CH:15][CH:14]=1)(=[O:10])[CH:2]=[CH:3][C:4]1[CH:9]=[CH:8][CH:7]=[CH:6][CH:5]=1.[F:22][C:23]1[CH:28]=[CH:27][C:26]([NH2:29])=[C:25]([NH2:30])[CH:24]=1.FC(F)(F)C(O)=O. (6) Given the product [NH2:17][C@@H:13]1[CH2:14][CH2:15][CH2:16][N:11]([C@@H:3]2[CH2:4][C:9]3[C:10](=[CH:5][CH:6]=[CH:7][CH:8]=3)[C@H:2]2[O:1][C:33]2[CH:32]=[CH:31][C:28]([C:29]#[N:30])=[CH:27][C:26]=2[Cl:25])[CH2:12]1, predict the reactants needed to synthesize it. The reactants are: [OH:1][C@H:2]1[CH2:10][C:9]2[C:4](=[CH:5][CH:6]=[CH:7][CH:8]=2)[C@@H:3]1[N:11]1[CH2:16][CH2:15][CH2:14][C@@H:13]([NH:17]C(=O)OC(C)(C)C)[CH2:12]1.[Cl:25][C:26]1[CH:27]=[C:28]([CH:31]=[CH:32][C:33]=1O)[C:29]#[N:30].C1C=CC(P(C2C=CC=CC=2)C2C=CC=CC=2)=CC=1.N(C(OC(C)C)=O)=NC(OC(C)C)=O. (7) The reactants are: [NH2:1][C:2]1[CH:3]=[C:4]2[C:25](=[CH:26][CH:27]=1)[CH2:24][C@@:6]1([C:14]3[C:9](=[N:10][CH:11]=[CH:12][CH:13]=3)[N:8](COCC[Si](C)(C)C)[C:7]1=[O:23])[CH2:5]2.Cl.C(N)CN.[OH-].[Na+]. Given the product [NH2:1][C:2]1[CH:3]=[C:4]2[C:25](=[CH:26][CH:27]=1)[CH2:24][C@@:6]1([C:14]3[C:9](=[N:10][CH:11]=[CH:12][CH:13]=3)[NH:8][C:7]1=[O:23])[CH2:5]2, predict the reactants needed to synthesize it.